Dataset: Catalyst prediction with 721,799 reactions and 888 catalyst types from USPTO. Task: Predict which catalyst facilitates the given reaction. (1) Reactant: [C:1]1([CH:7]([NH:9][C:10]([C:12]2[S:13][C:14]([C:17]3[CH:22]=[CH:21][N:20]=[C:19]([NH:23][C:24]4[CH:29]=[CH:28][C:27]([O:30][CH3:31])=[C:26]([OH:32])[CH:25]=4)[N:18]=3)=[CH:15][CH:16]=2)=[O:11])[CH3:8])[CH:6]=[CH:5][CH:4]=[CH:3][CH:2]=1.[CH3:33][N:34]([CH2:36][CH2:37]O)[CH3:35].C1(P(C2C=CC=CC=2)C2C=CC=CC=2)C=CC=CC=1.C(OC([N+](C(OC(C)C)=O)=[N-])=O)(C)C. Product: [C:1]1([CH:7]([NH:9][C:10]([C:12]2[S:13][C:14]([C:17]3[CH:22]=[CH:21][N:20]=[C:19]([NH:23][C:24]4[CH:29]=[CH:28][C:27]([O:30][CH3:31])=[C:26]([O:32][CH2:37][CH2:36][N:34]([CH3:35])[CH3:33])[CH:25]=4)[N:18]=3)=[CH:15][CH:16]=2)=[O:11])[CH3:8])[CH:6]=[CH:5][CH:4]=[CH:3][CH:2]=1. The catalyst class is: 774. (2) Reactant: [N+:1]([C:4]1[CH:12]=[C:11]2[C:7]([CH2:8][NH:9][C:10]2=[O:13])=[CH:6][CH:5]=1)([O-])=O. Product: [NH2:1][C:4]1[CH:12]=[C:11]2[C:7]([CH2:8][NH:9][C:10]2=[O:13])=[CH:6][CH:5]=1. The catalyst class is: 285. (3) Reactant: Cl[C:2]1[N:7]=[C:6]([CH2:8][O:9][CH2:10][C:11]2([C:24]3[CH:29]=[CH:28][CH:27]=[CH:26][CH:25]=3)[CH2:16][CH2:15][N:14](C(OC(C)(C)C)=O)[CH2:13][CH2:12]2)[CH:5]=[C:4]([C:30]([F:33])([F:32])[F:31])[CH:3]=1.[CH3:34][O:35][C:36]1[CH:41]=[CH:40][C:39](B(O)O)=[CH:38][CH:37]=1. Product: [CH3:34][O:35][C:36]1[CH:41]=[CH:40][C:39]([C:2]2[CH:3]=[C:4]([C:30]([F:33])([F:32])[F:31])[CH:5]=[C:6]([CH2:8][O:9][CH2:10][C:11]3([C:24]4[CH:29]=[CH:28][CH:27]=[CH:26][CH:25]=4)[CH2:16][CH2:15][NH:14][CH2:13][CH2:12]3)[N:7]=2)=[CH:38][CH:37]=1. The catalyst class is: 602. (4) Reactant: [OH:1][CH2:2][CH2:3][O:4][CH2:5][CH2:6][NH:7][C:8]([C:10]1[C:11]([CH3:53])=[C:12]2[CH:33]=[C:31]3[N:32]=[C:28]([C:29]([CH3:36])=[C:30]3[CH2:34][CH3:35])[CH:27]=[C:25]3[NH:26][C:22]([C:23]([CH3:39])=[C:24]3[CH:37]=[O:38])=[CH:21][C:19]3=[N:20][C:16]([CH:17]([CH2:41][CH2:42][C:43]([O:45][CH3:46])=[O:44])[CH:18]3[CH3:40])=[C:15]([CH:47]([OH:52])[C:48]([O:50][CH3:51])=[O:49])[C:14]=1[NH:13]2)=[O:9]. Product: [OH:1][CH2:2][CH2:3][O:4][CH2:5][CH2:6][NH:7][C:8]([C:10]1[C:11]([CH3:53])=[C:12]2[CH:33]=[C:31]3[N:32]=[C:28]([C:29]([CH3:36])=[C:30]3[CH2:34][CH3:35])[CH:27]=[C:25]3[NH:26][C:22]([C:23]([CH3:39])=[C:24]3[CH2:37][OH:38])=[CH:21][C:19]3=[N:20][C:16]([CH:17]([CH2:41][CH2:42][C:43]([O:45][CH3:46])=[O:44])[CH:18]3[CH3:40])=[C:15]([CH:47]([OH:52])[C:48]([O:50][CH3:51])=[O:49])[C:14]=1[NH:13]2)=[O:9]. The catalyst class is: 4. (5) Reactant: C(O[C:6]([NH:8][C@H:9]1[CH2:14][CH2:13][CH2:12][N:11]([C:15]([O:17][CH2:18][C:19]2[CH:24]=[CH:23][CH:22]=[CH:21][CH:20]=2)=[O:16])[CH2:10]1)=O)(C)(C)C.O1CCOC[CH2:26]1.Cl.C([O-])([O-])=O.[Na+].[Na+]. Product: [CH2:6]([NH:8][C@H:9]1[CH2:14][CH2:13][CH2:12][N:11]([C:15]([O:17][CH2:18][C:19]2[CH:24]=[CH:23][CH:22]=[CH:21][CH:20]=2)=[O:16])[CH2:10]1)[CH3:26]. The catalyst class is: 6. (6) Reactant: C[C@H]([O:10][C:11](=[O:31])[C@@H:12]([C:24]1[CH:29]=[CH:28][C:27]([Cl:30])=[CH:26][CH:25]=1)[O:13][C:14]1[CH:19]=[CH:18][CH:17]=[C:16]([C:20]([F:23])([F:22])[F:21])[CH:15]=1)C(=O)N1CCCC1.O.Cl. Product: [Cl:30][C:27]1[CH:26]=[CH:25][C:24]([CH:12]([O:13][C:14]2[CH:19]=[CH:18][CH:17]=[C:16]([C:20]([F:21])([F:22])[F:23])[CH:15]=2)[C:11]([OH:31])=[O:10])=[CH:29][CH:28]=1. The catalyst class is: 11. (7) Reactant: Br.[NH:2]1[C:6]2[CH:7]=[CH:8][CH:9]=[CH:10][C:5]=2[N:4]=[C:3]1[N:11]1[CH2:17][CH2:16][CH2:15][NH:14][CH2:13][CH2:12]1.O1CCCC1.O.C(=O)(O)[O-].[Na+].[C:29](O[C:29]([O:31][C:32]([CH3:35])([CH3:34])[CH3:33])=[O:30])([O:31][C:32]([CH3:35])([CH3:34])[CH3:33])=[O:30]. Product: [C:32]([O:31][C:29]([N:14]1[CH2:15][CH2:16][CH2:17][N:11]([C:3]2[NH:4][C:5]3[CH:10]=[CH:9][CH:8]=[CH:7][C:6]=3[N:2]=2)[CH2:12][CH2:13]1)=[O:30])([CH3:35])([CH3:34])[CH3:33]. The catalyst class is: 13. (8) Reactant: [N+:1]([C:4]1[CH:9]=[CH:8][C:7]([N:10]2[CH2:15][CH2:14][CH2:13][C@@H:12]([OH:16])[CH2:11]2)=[CH:6][CH:5]=1)([O-])=O. Product: [NH2:1][C:4]1[CH:9]=[CH:8][C:7]([N:10]2[CH2:15][CH2:14][CH2:13][C@@H:12]([OH:16])[CH2:11]2)=[CH:6][CH:5]=1. The catalyst class is: 45.